From a dataset of Forward reaction prediction with 1.9M reactions from USPTO patents (1976-2016). Predict the product of the given reaction. (1) The product is: [Br:1][C:2]1[C:3]([NH:15][C:14]2[CH:16]=[CH:17][CH:18]=[C:12]([C:11]([F:10])([F:19])[F:20])[CH:13]=2)=[N:4][C:5]([Cl:8])=[N:6][CH:7]=1. Given the reactants [Br:1][C:2]1[C:3](Cl)=[N:4][C:5]([Cl:8])=[N:6][CH:7]=1.[F:10][C:11]([F:20])([F:19])[C:12]1[CH:13]=[C:14]([CH:16]=[CH:17][CH:18]=1)[NH2:15].C(=O)(O)[O-].[Na+], predict the reaction product. (2) Given the reactants C([O:9][CH2:10][C@:11]1([CH3:18])[CH2:15][C:14]([F:17])([F:16])[CH2:13][O:12]1)(=O)C1C=CC=CC=1.[OH-].[Na+], predict the reaction product. The product is: [F:16][C:14]1([F:17])[CH2:13][O:12][C@@:11]([CH2:10][OH:9])([CH3:18])[CH2:15]1. (3) Given the reactants [CH3:1][C:2]([C:6]1[CH:11]=[CH:10][CH:9]=[CH:8][C:7]=1[OH:12])([CH3:5])[CH2:3][CH3:4].[Br-:13].[Br-].[Br-].[NH+]1C=CC=CC=1.[NH+]1C=CC=CC=1.[NH+]1C=CC=CC=1.Cl, predict the reaction product. The product is: [Br:13][C:10]1[CH:9]=[CH:8][C:7]([OH:12])=[C:6]([C:2]([CH3:1])([CH3:5])[CH2:3][CH3:4])[CH:11]=1. (4) Given the reactants [C:1]([C:4]1[CH:9]=[CH:8][CH:7]=[CH:6][N:5]=1)(=O)[CH3:2].[C:10]([O:14][C:15](=[O:21])[NH:16][CH2:17][CH2:18][CH2:19][NH2:20])([CH3:13])([CH3:12])[CH3:11].[BH-](OC(C)=O)(OC(C)=O)OC(C)=O.[Na+], predict the reaction product. The product is: [C:10]([O:14][C:15](=[O:21])[NH:16][CH2:17][CH2:18][CH2:19][NH:20][CH:1]([C:4]1[CH:9]=[CH:8][CH:7]=[CH:6][N:5]=1)[CH3:2])([CH3:13])([CH3:11])[CH3:12]. (5) Given the reactants [OH:1][CH2:2][C:3]1[NH:11][C:10]2[C:9](=[O:12])[NH:8][C:7](=[O:13])[N:6]([CH3:14])[C:5]=2[N:4]=1.C([O-])([O-])=O.[Na+].[Na+].Br[CH2:22][C:23]1[CH:28]=[CH:27][C:26]([C:29]([F:32])([F:31])[F:30])=[CH:25][CH:24]=1, predict the reaction product. The product is: [OH:1][CH2:2][C:3]1[N:11]([CH2:22][C:23]2[CH:24]=[CH:25][C:26]([C:29]([F:30])([F:31])[F:32])=[CH:27][CH:28]=2)[C:10]2[C:9](=[O:12])[NH:8][C:7](=[O:13])[N:6]([CH3:14])[C:5]=2[N:4]=1.